From a dataset of Experimentally validated miRNA-target interactions with 360,000+ pairs, plus equal number of negative samples. Binary Classification. Given a miRNA mature sequence and a target amino acid sequence, predict their likelihood of interaction. (1) The miRNA is rno-miR-351-3p with sequence GGUCAAGAGGCGCCUGGGAAC. The protein sequence of the target gene is MTSPLCRAASANALPPQDQASTPSSRVKGREASGKPSHLRGKGTAQAWTPGRSKGGSFHRGAGKPSVHSQVAELHKKIQLLEGDRKAFFESSQWNIKKNQETISQLRKETKALELKLLDLLKGDEKVVQAVIREWKWEKPYLKNRTGQALEHLDHRLREKVKQQNALRHQVVLRQRRLEELQLQHSLRLLEMAEAQNRHTEVAKTMRNLENRLEKAQMKAQEAEHITSVYLQLKAYLMDESLNLENRLDSMEAEVVRTKHELEALHVVNQEALNARDIAKNQLQYLEETLVRERKKRERY.... Result: 0 (no interaction). (2) The miRNA is hsa-miR-491-5p with sequence AGUGGGGAACCCUUCCAUGAGG. The protein sequence of the target gene is MQALRHVVCALSGGVDSAVAALLLRRRGYQVTGVFMKNWDSLDEHGVCTADKDCEDAYRVCQILDIPFHQVSYVKEYWNDVFSDFLNEYEKGRTPNPDIVCNKHIKFSCFFHYAVDNLGADAIATGHYARTSLEDEEVFEQKHVKKPEGLFRNRFEVRNAVKLLQAADSFKDQTFFLSQVSQDALRRTIFPLGGLTKEFVKKIAAENRLHHVLQKKESMGMCFIGKRNFEHFLLQYLQPRPGHFISIEDNKVLGTHKGWFLYTLGQRANIGGLREPWYVVEKDSVKGDVFVAPRTDHPAL.... Result: 1 (interaction). (3) The miRNA is hsa-miR-5690 with sequence UCAGCUACUACCUCUAUUAGG. The protein sequence of the target gene is MAAAVLRDSTSVPVTAEAKLMGFTQGCVTFEDVAIYFSQEEWGLLDEAQRLLYRDVMLENFALITALVCWHGMEDEETPEQSVSVEGVPQVRTPEASPSTQKIQSCDMCVPFLTDILHLTDLPGQELYLTGACAVFHQDQKHHSAEKPLESDMDKASFVQCCLFHESGMPFTSSEVGKDFLAPLGILQPQAIANYEKPNKISKCEEAFHVGISHYKWSQCRRESSHKHTFFHPRVCTGKRLYESSKCGKACCCECSLVQLQRVHPGERPYECSECGKSFSQTSHLNDHRRIHTGERPYVC.... Result: 0 (no interaction). (4) The miRNA is hsa-miR-6811-3p with sequence AGCCUGUGCUUGUCCCUGCAG. The protein sequence of the target gene is MAERGRKRPCGPGEHGQRIEWRKWKQQKKEEKKKWKDLKLMKKLERQRAQEEQAKRLEEEEAAAEKEDRGRPYTLSVALPGSILDNAQSPELRTYLAGQIARACAIFCVDEIVVFDEEGQDAKTVEGEFTGVGKKGQACVQLARILQYLECPQYLRKAFFPKHQDLQFAGLLNPLDSPHHMRQDEESEFREGIVVDRPTRPGHGSFVNCGMKKEVKIDKNLEPGLRVTVRLNQQQHPDCKTYHGKVVSSQDPRTKAGLYWGYTVRLASCLSAVFAEAPFQDGYDLTIGTSERGSDVASAQ.... Result: 0 (no interaction).